Task: Predict the product of the given reaction.. Dataset: Forward reaction prediction with 1.9M reactions from USPTO patents (1976-2016) (1) Given the reactants C[O:2][C:3](=O)[C@@H:4]([CH2:13][C@@H:14]([C:16]([F:19])([F:18])[F:17])[CH3:15])[NH:5][C:6]([O:8][C:9]([CH3:12])([CH3:11])[CH3:10])=[O:7].[BH4-].[Na+], predict the reaction product. The product is: [C:6]([NH:5][C@@H:4]([CH2:3][OH:2])[CH2:13][C@@H:14]([C:16]([F:19])([F:18])[F:17])[CH3:15])([O:8][C:9]([CH3:12])([CH3:11])[CH3:10])=[O:7]. (2) Given the reactants [Cl:1][C:2]1[CH:3]=[C:4]([O:11]C)[C:5]([OH:10])=[C:6]([CH:9]=1)[CH:7]=[O:8].O, predict the reaction product. The product is: [Cl:1][C:2]1[CH:3]=[C:4]([OH:11])[C:5]([OH:10])=[C:6]([CH:9]=1)[CH:7]=[O:8]. (3) Given the reactants [Si:1]([O:8][CH2:9][CH2:10][CH2:11][CH2:12][CH2:13][CH2:14][NH:15][CH:16]1[CH2:21][CH2:20][CH2:19][CH2:18][CH2:17]1)([C:4]([CH3:7])([CH3:6])[CH3:5])([CH3:3])[CH3:2].C(N(CC)CC)C.[C:29](Cl)(=[O:36])[C:30]1[CH:35]=[CH:34][CH:33]=[CH:32][CH:31]=1, predict the reaction product. The product is: [Si:1]([O:8][CH2:9][CH2:10][CH2:11][CH2:12][CH2:13][CH2:14][N:15]([CH:16]1[CH2:17][CH2:18][CH2:19][CH2:20][CH2:21]1)[C:29](=[O:36])[C:30]1[CH:35]=[CH:34][CH:33]=[CH:32][CH:31]=1)([C:4]([CH3:7])([CH3:6])[CH3:5])([CH3:3])[CH3:2]. (4) The product is: [Cl:1][C:2]1[CH:3]=[C:4]([C:5]2[O:18][C:9]3[CH:10]=[CH:11][C:12]([C:14]([F:17])([F:16])[F:15])=[CH:13][C:8]=3[N:7]=2)[CH:19]=[CH:20][N:21]=1. Given the reactants [Cl:1][C:2]1[CH:3]=[C:4]([CH:19]=[CH:20][N:21]=1)[C:5]([NH:7][C:8]1[CH:13]=[C:12]([C:14]([F:17])([F:16])[F:15])[CH:11]=[CH:10][C:9]=1[OH:18])=O.O1CCCC1.C1(P(C2C=CC=CC=2)C2C=CC=CC=2)C=CC=CC=1.N(C(OCC)=O)=NC(OCC)=O, predict the reaction product. (5) Given the reactants [C:1]([O:5][C:6](=[O:30])[NH:7][C@H:8]([CH2:26][CH:27]([CH3:29])[CH3:28])[C:9]([NH:11][C:12]1[CH:17]=[C:16]([O:18][CH3:19])[C:15]([C:20]2[O:24][CH:23]=[N:22][CH:21]=2)=[CH:14][C:13]=1Br)=[O:10])([CH3:4])([CH3:3])[CH3:2].[B:31]1([B:31]2[O:35][C:34]([CH3:37])([CH3:36])[C:33]([CH3:39])([CH3:38])[O:32]2)[O:35][C:34]([CH3:37])([CH3:36])[C:33]([CH3:39])([CH3:38])[O:32]1.C(N(CC)CC)C, predict the reaction product. The product is: [C:1]([O:5][C:6](=[O:30])[NH:7][C@H:8]([CH2:26][CH:27]([CH3:29])[CH3:28])[C:9]([NH:11][C:12]1[CH:17]=[C:16]([O:18][CH3:19])[C:15]([C:20]2[O:24][CH:23]=[N:22][CH:21]=2)=[CH:14][C:13]=1[B:31]1[O:35][C:34]([CH3:37])([CH3:36])[C:33]([CH3:39])([CH3:38])[O:32]1)=[O:10])([CH3:4])([CH3:3])[CH3:2]. (6) The product is: [CH3:19][O:18][C:15]1[CH:16]=[CH:17][C:12]([C:8]2[N:9]([CH3:25])[C:10]3[C:6]([CH:7]=2)=[CH:5][CH:4]=[C:3]([O:2][CH3:1])[CH:11]=3)=[C:13]([NH2:20])[CH:14]=1. Given the reactants [CH3:1][O:2][C:3]1[CH:11]=[C:10]2[C:6]([CH:7]=[C:8]([C:12]3[CH:17]=[CH:16][C:15]([O:18][CH3:19])=[CH:14][C:13]=3[N+:20]([O-])=O)[NH:9]2)=[CH:5][CH:4]=1.[H-].[Na+].[CH3:25]I, predict the reaction product.